Predict the reactants needed to synthesize the given product. From a dataset of Full USPTO retrosynthesis dataset with 1.9M reactions from patents (1976-2016). (1) Given the product [OH2:11].[F:26][CH:14]([F:13])[O:15][C:16]1[CH:25]=[CH:24][C:19]2[NH:20][C:21]([S:23][CH2:9][C:5]3[C:4]([O:11][CH3:12])=[C:3]([Cl:2])[CH:8]=[CH:7][N:6]=3)=[N:22][C:18]=2[CH:17]=1, predict the reactants needed to synthesize it. The reactants are: [Cl-].[Cl:2][C:3]1[CH:8]=[CH:7][NH+:6]=[C:5]([CH2:9]Cl)[C:4]=1[O:11][CH3:12].[F:13][CH:14]([F:26])[O:15][C:16]1[CH:25]=[CH:24][C:19]2[NH:20][C:21]([SH:23])=[N:22][C:18]=2[CH:17]=1.C1(C)C=CC=CC=1.[OH-].[Na+]. (2) Given the product [Cl:1][C:2]1[CH:13]=[C:12]([C:14]([F:15])([F:16])[F:17])[CH:11]=[C:10]([Cl:18])[C:3]=1[CH2:4][C:5]([CH2:22][CH2:23][C:24]([F:27])([F:26])[F:25])([C:6]#[N:7])[C:8]#[N:9], predict the reactants needed to synthesize it. The reactants are: [Cl:1][C:2]1[CH:13]=[C:12]([C:14]([F:17])([F:16])[F:15])[CH:11]=[C:10]([Cl:18])[C:3]=1[CH2:4][CH:5]([C:8]#[N:9])[C:6]#[N:7].[H-].[Na+].Br[CH2:22][CH2:23][C:24]([F:27])([F:26])[F:25]. (3) Given the product [C:1]([NH:20][CH2:21][CH2:22][CH2:23][CH2:24][C@@H:25]([C:27]([NH2:31])=[O:29])[NH2:26])([C:2]1[CH:7]=[CH:6][CH:5]=[CH:4][CH:3]=1)([C:14]1[CH:19]=[CH:18][CH:17]=[CH:16][CH:15]=1)[C:8]1[CH:9]=[CH:10][CH:11]=[CH:12][CH:13]=1, predict the reactants needed to synthesize it. The reactants are: [C:1]([NH:20][CH2:21][CH2:22][CH2:23][CH2:24][C@@H:25]([C:27]([OH:29])=O)[NH2:26])([C:14]1[CH:19]=[CH:18][CH:17]=[CH:16][CH:15]=1)([C:8]1[CH:13]=[CH:12][CH:11]=[CH:10][CH:9]=1)[C:2]1[CH:7]=[CH:6][CH:5]=[CH:4][CH:3]=1.[OH-].[NH4+:31]. (4) Given the product [Cl:45][C:42]1[CH:41]=[CH:40][C:39]([N:30]2[CH:31]=[C:32]([CH2:34][N:18]3[CH2:19][CH2:20][N:15]([C:12]4[CH:11]=[CH:10][C:9]([CH3:8])=[CH:14][CH:13]=4)[CH2:16][CH2:17]3)[N:33]=[C:29]2[C:23]2[CH:24]=[CH:25][C:26]([Cl:28])=[CH:27][C:22]=2[Cl:21])=[CH:44][CH:43]=1, predict the reactants needed to synthesize it. The reactants are: [H-].[Al+3].[Li+].[H-].[H-].[H-].Cl.[CH3:8][C:9]1[CH:14]=[CH:13][C:12]([N:15]2[CH2:20][CH2:19][NH:18][CH2:17][CH2:16]2)=[CH:11][CH:10]=1.[Cl:21][C:22]1[CH:27]=[C:26]([Cl:28])[CH:25]=[CH:24][C:23]=1[C:29]1[N:30]([C:39]2[CH:44]=[CH:43][C:42]([Cl:45])=[CH:41][CH:40]=2)[CH:31]=[C:32]([C:34](OCC)=O)[N:33]=1.O. (5) Given the product [CH3:1][O:2][CH2:3][C:4]1([CH2:17][O:18][Si:27]([CH3:34])([CH3:26])[C:28]2[CH:33]=[CH:32][CH:31]=[CH:30][CH:29]=2)[C:16]2[CH:15]=[CH:14][CH:13]=[CH:12][C:11]=2[C:10]2[C:5]1=[CH:6][CH:7]=[CH:8][CH:9]=2, predict the reactants needed to synthesize it. The reactants are: [CH3:1][O:2][CH2:3][C:4]1([CH2:17][OH:18])[C:16]2[CH:15]=[CH:14][CH:13]=[CH:12][C:11]=2[C:10]2[C:5]1=[CH:6][CH:7]=[CH:8][CH:9]=2.C(N(CC)CC)C.[CH3:26][Si:27](Cl)([CH3:34])[C:28]1[CH:33]=[CH:32][CH:31]=[CH:30][CH:29]=1. (6) Given the product [CH:2]12[CH2:11][CH:6]3[CH2:7][CH:8]([CH2:10][CH:4]([CH2:5]3)[CH:3]1[NH:12][C:29]([NH:28][C:25]1[CH:26]=[CH:27][C:22]([O:21][CH3:20])=[CH:23][C:24]=1[CH3:31])=[O:30])[CH2:9]2, predict the reactants needed to synthesize it. The reactants are: Cl.[CH:2]12[CH2:11][CH:6]3[CH2:7][CH:8]([CH2:10][CH:4]([CH2:5]3)[CH:3]1[NH2:12])[CH2:9]2.C(N(CC)CC)C.[CH3:20][O:21][C:22]1[CH:27]=[CH:26][C:25]([N:28]=[C:29]=[O:30])=[C:24]([CH3:31])[CH:23]=1. (7) Given the product [C:32]([O:31][C:29]([N:11]1[CH2:12][CH2:13][CH:8]([C:6]2[C:5]([C:15]([O:17][CH2:18][CH3:19])=[O:16])=[CH:4][N:3]=[C:2]([CH3:1])[N:7]=2)[CH2:9][CH:10]1[CH3:14])=[O:30])([CH3:35])([CH3:34])[CH3:33], predict the reactants needed to synthesize it. The reactants are: [CH3:1][C:2]1[N:7]=[C:6]([CH:8]2[CH2:13][CH2:12][NH:11][CH:10]([CH3:14])[CH2:9]2)[C:5]([C:15]([O:17][CH2:18][CH3:19])=[O:16])=[CH:4][N:3]=1.CCN(C(C)C)C(C)C.[C:29](O[C:29]([O:31][C:32]([CH3:35])([CH3:34])[CH3:33])=[O:30])([O:31][C:32]([CH3:35])([CH3:34])[CH3:33])=[O:30].[NH4+].[Cl-].